Task: Regression. Given a peptide amino acid sequence and an MHC pseudo amino acid sequence, predict their binding affinity value. This is MHC class II binding data.. Dataset: Peptide-MHC class II binding affinity with 134,281 pairs from IEDB (1) The MHC is HLA-DQA10101-DQB10501 with pseudo-sequence HLA-DQA10101-DQB10501. The peptide sequence is AVDGRFAVPQILGDE. The binding affinity (normalized) is 0.725. (2) The peptide sequence is FAVATITHAAELQRV. The MHC is DRB3_0101 with pseudo-sequence DRB3_0101. The binding affinity (normalized) is 0.0949. (3) The peptide sequence is CVMYASALVLLILMT. The MHC is DRB1_0101 with pseudo-sequence DRB1_0101. The binding affinity (normalized) is 0.709. (4) The peptide sequence is TPTNASHIQSAVVCG. The MHC is HLA-DQA10301-DQB10302 with pseudo-sequence HLA-DQA10301-DQB10302. The binding affinity (normalized) is 0.260. (5) The peptide sequence is AFKVAATAANAAPAN. The MHC is DRB1_1501 with pseudo-sequence DRB1_1501. The binding affinity (normalized) is 0.290. (6) The peptide sequence is CILAWILVRIINVRS. The MHC is HLA-DPA10201-DPB11401 with pseudo-sequence HLA-DPA10201-DPB11401. The binding affinity (normalized) is 0. (7) The peptide sequence is SQMRMATPLLMRPM. The MHC is H-2-IAk with pseudo-sequence H-2-IAk. The binding affinity (normalized) is 0. (8) The peptide sequence is FKIMLKALSHLSLGL. The MHC is DRB1_0301 with pseudo-sequence DRB1_0301. The binding affinity (normalized) is 0.299. (9) The peptide sequence is RRGVRSLSNKIKQKTHHHHHH. The MHC is DRB1_0404 with pseudo-sequence DRB1_0404. The binding affinity (normalized) is 0.512. (10) The peptide sequence is VLLAFNCHERPYDLD. The MHC is HLA-DPA10201-DPB10101 with pseudo-sequence HLA-DPA10201-DPB10101. The binding affinity (normalized) is 0.410.